This data is from Full USPTO retrosynthesis dataset with 1.9M reactions from patents (1976-2016). The task is: Predict the reactants needed to synthesize the given product. (1) The reactants are: [Br:1][C:2]1[CH:3]=[CH:4][C:5]2[S:9][C:8](/[CH:10]=[CH:11]/[C:12]([O:14][C:15]([CH3:18])([CH3:17])[CH3:16])=[O:13])=[C:7]([CH3:19])[C:6]=2[CH:20]=1. Given the product [Br:1][C:2]1[CH:3]=[CH:4][C:5]2[S:9][C:8]([CH2:10][CH2:11][C:12]([O:14][C:15]([CH3:16])([CH3:17])[CH3:18])=[O:13])=[C:7]([CH3:19])[C:6]=2[CH:20]=1, predict the reactants needed to synthesize it. (2) The reactants are: [CH3:1][C:2]1[NH:3][C:4]2[C:9]([CH:10]=1)=[CH:8][CH:7]=[CH:6][CH:5]=2.[Li]CCCC.CC(C)([O-])C.[K+].[F:22][C:23]([F:40])([F:39])[C:24](=[O:38])[CH2:25][C:26]1([CH3:37])[C:35]2[C:30](=[CH:31][CH:32]=[C:33]([F:36])[CH:34]=2)[O:29][CH2:28][CH2:27]1. Given the product [F:40][C:23]([F:22])([F:39])[C:24]([CH2:1][C:2]1[NH:3][C:4]2[C:9]([CH:10]=1)=[CH:8][CH:7]=[CH:6][CH:5]=2)([OH:38])[CH2:25][C:26]1([CH3:37])[C:35]2[C:30](=[CH:31][CH:32]=[C:33]([F:36])[CH:34]=2)[O:29][CH2:28][CH2:27]1, predict the reactants needed to synthesize it. (3) Given the product [ClH:22].[CH2:1]([C:3]1[C:8]([CH2:9][S:10][C:11]2[N:16]=[C:15]([OH:17])[CH:14]=[C:13]([C:18]([F:21])([F:20])[F:19])[N:12]=2)=[CH:7][CH:6]=[CH:5][N:4]=1)[CH3:2], predict the reactants needed to synthesize it. The reactants are: [CH2:1]([C:3]1[C:8]([CH2:9][S:10][C:11]2[N:16]=[C:15]([OH:17])[CH:14]=[C:13]([C:18]([F:21])([F:20])[F:19])[N:12]=2)=[CH:7][CH:6]=[CH:5][N:4]=1)[CH3:2].[ClH:22].O1CCOCC1. (4) The reactants are: [CH3:1][C:2]([CH3:9])([CH3:8])[CH2:3][S:4](Cl)(=[O:6])=[O:5].C(O[C:13]([C:15]1([CH2:21][CH2:22]OC)[CH2:20][CH2:19][NH:18][CH2:17][CH2:16]1)=[O:14])C.[F:25][C:26]([F:38])([F:37])[CH2:27][CH2:28][O:29][C:30]1[CH:35]=[CH:34][C:33]([NH2:36])=[CH:32][CH:31]=1. Given the product [CH2:3]([S:4]([N:18]1[CH2:17][CH2:16][C:15]2([C:13](=[O:14])[N:36]([C:33]3[CH:34]=[CH:35][C:30]([O:29][CH2:28][CH2:27][C:26]([F:25])([F:37])[F:38])=[CH:31][CH:32]=3)[CH2:22][CH2:21]2)[CH2:20][CH2:19]1)(=[O:6])=[O:5])[C:2]([CH3:9])([CH3:8])[CH3:1], predict the reactants needed to synthesize it. (5) Given the product [CH3:1][S:2][C:3]1[CH:12]=[C:7]([CH2:8][OH:9])[CH:6]=[N:5][CH:4]=1, predict the reactants needed to synthesize it. The reactants are: [CH3:1][S:2][C:3]1[CH:4]=[N:5][CH:6]=[C:7]([CH:12]=1)[C:8](OC)=[O:9].[H-].[Al+3].[Li+].[H-].[H-].[H-].[Cl-].[NH4+]. (6) Given the product [CH3:26][C:24]1[C:10]([C:11]#[N:12])=[C:2]2[N:3]([C:19](=[O:20])[C:18]=1[C:14]1[S:13][CH:17]=[CH:16][CH:15]=1)[C:4]1[CH:9]=[CH:8][CH:7]=[CH:6][C:5]=1[NH:1]2, predict the reactants needed to synthesize it. The reactants are: [N:1]1[C:5]2[CH:6]=[CH:7][CH:8]=[CH:9][C:4]=2[NH:3][C:2]=1[CH2:10][C:11]#[N:12].[S:13]1[CH:17]=[CH:16][CH:15]=[C:14]1[CH:18]([C:24]([CH3:26])=O)[C:19](OCC)=[O:20].C([O-])(=O)C.[NH4+]. (7) Given the product [C:1]([O:5][C:6](=[O:16])[NH:7][C:8]1[C:13]([Br:14])=[CH:12][C:11]([NH:15][C:21](=[O:22])[C:20]2[CH:24]=[CH:25][CH:26]=[C:18]([F:17])[CH:19]=2)=[CH:10][N:9]=1)([CH3:4])([CH3:2])[CH3:3], predict the reactants needed to synthesize it. The reactants are: [C:1]([O:5][C:6](=[O:16])[NH:7][C:8]1[C:13]([Br:14])=[CH:12][C:11]([NH2:15])=[CH:10][N:9]=1)([CH3:4])([CH3:3])[CH3:2].[F:17][C:18]1[CH:19]=[C:20]([CH:24]=[CH:25][CH:26]=1)[C:21](Cl)=[O:22].C(N(CC)C(C)C)(C)C. (8) Given the product [CH3:13][N:12]1[C:8]([C:6]2[C:5]([F:15])=[CH:4][N:3]=[C:2]([NH:21][C:20]3[CH:22]=[C:23]([C:25]([F:27])([F:28])[F:26])[CH:24]=[C:18]([O:17][CH3:16])[CH:19]=3)[N:7]=2)=[CH:9][N:10]=[C:11]1[CH3:14], predict the reactants needed to synthesize it. The reactants are: Cl[C:2]1[N:7]=[C:6]([C:8]2[N:12]([CH3:13])[C:11]([CH3:14])=[N:10][CH:9]=2)[C:5]([F:15])=[CH:4][N:3]=1.[CH3:16][O:17][C:18]1[CH:19]=[C:20]([CH:22]=[C:23]([C:25]([F:28])([F:27])[F:26])[CH:24]=1)[NH2:21]. (9) Given the product [CH:1]1([N:7]2[C:11]([CH2:12][C:13]3[CH:21]=[CH:20][C:16]([C:17]([NH:44][C:45]4[NH:49][N:48]=[N:47][N:46]=4)=[O:18])=[CH:15][CH:14]=3)=[CH:10][C:9]([C:22]3[CH:23]=[CH:24][C:25]([O:28][C:29]([F:31])([F:32])[F:30])=[CH:26][CH:27]=3)=[N:8]2)[CH2:2][CH2:3][CH2:4][CH2:5][CH2:6]1, predict the reactants needed to synthesize it. The reactants are: [CH:1]1([N:7]2[C:11]([CH2:12][C:13]3[CH:21]=[CH:20][C:16]([C:17](O)=[O:18])=[CH:15][CH:14]=3)=[CH:10][C:9]([C:22]3[CH:27]=[CH:26][C:25]([O:28][C:29]([F:32])([F:31])[F:30])=[CH:24][CH:23]=3)=[N:8]2)[CH2:6][CH2:5][CH2:4][CH2:3][CH2:2]1.C1C=CC2N(O)N=NC=2C=1.O.[NH2:44][C:45]1[NH:49][N:48]=[N:47][N:46]=1.CCN(C(C)C)C(C)C.